From a dataset of Peptide-MHC class II binding affinity with 134,281 pairs from IEDB. Regression. Given a peptide amino acid sequence and an MHC pseudo amino acid sequence, predict their binding affinity value. This is MHC class II binding data. (1) The peptide sequence is EGKYFAATQFEPLAA. The MHC is HLA-DPA10301-DPB10402 with pseudo-sequence HLA-DPA10301-DPB10402. The binding affinity (normalized) is 0.911. (2) The peptide sequence is AAYLATRGLDVVDAV. The MHC is DRB1_1201 with pseudo-sequence DRB1_1201. The binding affinity (normalized) is 0.284. (3) The peptide sequence is PVNEALAAAGLVGVL. The MHC is DRB1_0901 with pseudo-sequence DRB1_0901. The binding affinity (normalized) is 0.703. (4) The peptide sequence is EGGVWTFDSEEPLQGPFNFR. The MHC is DRB1_0101 with pseudo-sequence DRB1_0101. The binding affinity (normalized) is 0.352. (5) The peptide sequence is ILELAQSETCSPGGQ. The MHC is HLA-DPA10301-DPB10402 with pseudo-sequence HLA-DPA10301-DPB10402. The binding affinity (normalized) is 0.105. (6) The peptide sequence is KLIADSLDFTQVSQV. The MHC is DRB1_0101 with pseudo-sequence DRB1_0101. The binding affinity (normalized) is 0.392. (7) The peptide sequence is GELQIVDKIDAAFKF. The MHC is DRB4_0101 with pseudo-sequence DRB4_0103. The binding affinity (normalized) is 0.609. (8) The peptide sequence is DAYVATLTEALRVIA. The MHC is DRB1_0405 with pseudo-sequence DRB1_0405. The binding affinity (normalized) is 0.378.